From a dataset of Forward reaction prediction with 1.9M reactions from USPTO patents (1976-2016). Predict the product of the given reaction. (1) The product is: [ClH:20].[F:19][CH:2]([F:1])[C:3]1[CH:4]=[C:5]([C:21]2[CH:22]=[C:23]([CH2:27][N:28]3[CH:32]=[CH:31][N:30]=[C:29]3[CH3:33])[N:24]=[N:25][CH:26]=2)[CH:6]=[CH:7][C:8]=1[F:9]. Given the reactants [F:1][CH:2]([F:19])[C:3]1[CH:4]=[C:5](B2OC(C)(C)C(C)(C)O2)[CH:6]=[CH:7][C:8]=1[F:9].[Cl:20][C:21]1[CH:22]=[C:23]([CH2:27][N:28]2[CH:32]=[CH:31][N:30]=[C:29]2[CH3:33])[N:24]=[N:25][CH:26]=1, predict the reaction product. (2) Given the reactants [Cl:1][C:2]1[CH:7]=[C:6]([Cl:8])[C:5]([O:9][C@@H:10]([CH3:15])[C:11]([O:13][CH3:14])=[O:12])=[CH:4][C:3]=1[S:16][C:17]1[N:21]([CH3:22])[N:20]=[C:19]([CH3:23])[C:18]=1[C:24]([OH:26])=O.C([N:29](CC)CC)C.Cl.C(N=C=NCCCN(C)C)C.Cl, predict the reaction product. The product is: [NH2:29][C:24]([C:18]1[C:19]([CH3:23])=[N:20][N:21]([CH3:22])[C:17]=1[S:16][C:3]1[C:2]([Cl:1])=[CH:7][C:6]([Cl:8])=[C:5]([CH:4]=1)[O:9][C@@H:10]([CH3:15])[C:11]([O:13][CH3:14])=[O:12])=[O:26]. (3) Given the reactants [CH2:1]([O:3][C:4]([N:6]1[C:15]2[C:10](=[N:11][C:12]([O:16][CH3:17])=[CH:13][CH:14]=2)[C@@H:9]([NH:18][C:19]2[N:24]=[C:23]([CH2:25][C:26]3[CH:31]=[C:30]([C:32]([F:35])([F:34])[F:33])[CH:29]=[C:28]([C:36]([F:39])([F:38])[F:37])[CH:27]=3)[C:22](I)=[CH:21][N:20]=2)[CH2:8][C@H:7]1[CH2:41][CH3:42])=[O:5])[CH3:2].C([Sn](CCCC)(CCCC)[C:48]1[CH:53]=[CH:52][CH:51]=[CH:50][N:49]=1)CCC.[F-].[K+], predict the reaction product. The product is: [CH2:1]([O:3][C:4]([N:6]1[C:15]2[C:10](=[N:11][C:12]([O:16][CH3:17])=[CH:13][CH:14]=2)[C@@H:9]([NH:18][C:19]2[N:24]=[C:23]([CH2:25][C:26]3[CH:31]=[C:30]([C:32]([F:35])([F:34])[F:33])[CH:29]=[C:28]([C:36]([F:39])([F:38])[F:37])[CH:27]=3)[C:22]([C:48]3[CH:53]=[CH:52][CH:51]=[CH:50][N:49]=3)=[CH:21][N:20]=2)[CH2:8][C@H:7]1[CH2:41][CH3:42])=[O:5])[CH3:2]. (4) Given the reactants Cl.Cl.[C:3]1([N:12]2[CH2:16][CH2:15][C@H:14]([NH2:17])[CH2:13]2)[C:4]2[N:5]([CH:9]=[CH:10][CH:11]=2)[CH:6]=[CH:7][N:8]=1.Cl.[CH3:19][C:20]1[CH:21]=[C:22]2[C:27](=[CH:28][CH:29]=1)[N:26]=[C:25]([C:30](O)=[O:31])[N:24]=[CH:23]2.CN(C(ON1N=NC2C=CC=NC1=2)=[N+](C)C)C.F[P-](F)(F)(F)(F)F.C(N(CC)C(C)C)(C)C.[C:66]([OH:72])([C:68]([F:71])([F:70])[F:69])=[O:67], predict the reaction product. The product is: [CH3:19][C:20]1[CH:21]=[C:22]2[C:27](=[CH:28][CH:29]=1)[N:26]=[C:25]([C:30]([NH:17][C@H:14]1[CH2:15][CH2:16][N:12]([C:3]3[C:4]4[N:5]([CH:9]=[CH:10][CH:11]=4)[CH:6]=[CH:7][N:8]=3)[CH2:13]1)=[O:31])[N:24]=[CH:23]2.[C:66]([OH:72])([C:68]([F:71])([F:70])[F:69])=[O:67]. (5) The product is: [N+:20]([C:23]1[CH:28]=[CH:27][CH:26]=[CH:25][C:24]=1[N:29]1[C:8](=[O:10])[C:7]([C:3]2[CH:2]=[N:1][CH:6]=[CH:5][CH:4]=2)=[CH:11][C:12]([C:14]2[CH:19]=[CH:18][CH:17]=[CH:16][N:15]=2)=[N:30]1)([O-:22])=[O:21]. Given the reactants [N:1]1[CH:6]=[CH:5][CH:4]=[C:3]([CH:7]([CH2:11][C:12]([C:14]2[CH:19]=[CH:18][CH:17]=[CH:16][N:15]=2)=O)[C:8]([OH:10])=O)[CH:2]=1.[N+:20]([C:23]1[CH:28]=[CH:27][CH:26]=[CH:25][C:24]=1[NH:29][NH2:30])([O-:22])=[O:21], predict the reaction product.